From a dataset of Peptide-MHC class I binding affinity with 185,985 pairs from IEDB/IMGT. Regression. Given a peptide amino acid sequence and an MHC pseudo amino acid sequence, predict their binding affinity value. This is MHC class I binding data. (1) The peptide sequence is YTAVVPLVY. The MHC is HLA-B15:03 with pseudo-sequence HLA-B15:03. The binding affinity (normalized) is 0.619. (2) The peptide sequence is YPKFHRSAM. The MHC is HLA-B58:01 with pseudo-sequence HLA-B58:01. The binding affinity (normalized) is 0.0847. (3) The peptide sequence is RQLQREGLV. The MHC is HLA-A02:12 with pseudo-sequence HLA-A02:12. The binding affinity (normalized) is 0.109. (4) The peptide sequence is RRAAVSTLE. The MHC is HLA-A80:01 with pseudo-sequence HLA-A80:01. The binding affinity (normalized) is 0.0847. (5) The peptide sequence is EFFGWAEGY. The MHC is HLA-B58:01 with pseudo-sequence HLA-B58:01. The binding affinity (normalized) is 0.0847. (6) The peptide sequence is RLPNLFHIL. The MHC is Mamu-A01 with pseudo-sequence Mamu-A01. The binding affinity (normalized) is 0.804. (7) The peptide sequence is DPKKTGGPI. The MHC is HLA-B08:01 with pseudo-sequence HLA-B08:01. The binding affinity (normalized) is 0.0847. (8) The peptide sequence is GMWCVLASR. The MHC is HLA-B15:17 with pseudo-sequence HLA-B15:17. The binding affinity (normalized) is 0.0847. (9) The peptide sequence is VTENKKIQY. The MHC is HLA-B46:01 with pseudo-sequence HLA-B46:01. The binding affinity (normalized) is 0.0847. (10) The peptide sequence is ALVEICTEMEK. The MHC is HLA-A02:02 with pseudo-sequence HLA-A02:02. The binding affinity (normalized) is 0.578.